Dataset: Forward reaction prediction with 1.9M reactions from USPTO patents (1976-2016). Task: Predict the product of the given reaction. (1) Given the reactants [CH3:1][C:2]([N:5]1[C:9]2[N:10]=[C:11]([C:29]3[CH:34]=[CH:33][C:32]([O:35][CH2:36][C:37]4[CH:42]=[CH:41][CH:40]=[CH:39][CH:38]=4)=[C:31]([CH3:43])[CH:30]=3)[C:12]3[C:13]([F:28])=[CH:14][C:15]([O:20][CH2:21][CH:22]4[CH2:27][CH2:26][NH:25][CH2:24][CH2:23]4)=[C:16]([O:18][CH3:19])[C:17]=3[C:8]=2[C:7]([CH3:44])=[N:6]1)([CH3:4])[CH3:3].Cl[CH:46](Cl)C.C=O.C(O[BH-](OC(=O)C)OC(=O)C)(=O)C.[Na+], predict the reaction product. The product is: [CH3:4][C:2]([N:5]1[C:9]2[N:10]=[C:11]([C:29]3[CH:34]=[CH:33][C:32]([O:35][CH2:36][C:37]4[CH:38]=[CH:39][CH:40]=[CH:41][CH:42]=4)=[C:31]([CH3:43])[CH:30]=3)[C:12]3[C:13]([F:28])=[CH:14][C:15]([O:20][CH2:21][CH:22]4[CH2:23][CH2:24][N:25]([CH3:46])[CH2:26][CH2:27]4)=[C:16]([O:18][CH3:19])[C:17]=3[C:8]=2[C:7]([CH3:44])=[N:6]1)([CH3:1])[CH3:3]. (2) Given the reactants [CH2:1]([O:3][C:4](=[O:23])[CH2:5][NH:6][CH2:7][CH2:8][CH:9]=[C:10]([C:17]1[CH:22]=[CH:21][CH:20]=[CH:19][CH:18]=1)[C:11]1[CH:16]=[CH:15][CH:14]=[CH:13][CH:12]=1)[CH3:2].Br[CH2:25][CH3:26].C(=O)([O-])[O-].[K+].[K+].[I-].[K+], predict the reaction product. The product is: [CH2:1]([O:3][C:4](=[O:23])[CH2:5][N:6]([CH2:7][CH2:8][CH:9]=[C:10]([C:17]1[CH:22]=[CH:21][CH:20]=[CH:19][CH:18]=1)[C:11]1[CH:12]=[CH:13][CH:14]=[CH:15][CH:16]=1)[CH2:25][CH3:26])[CH3:2]. (3) Given the reactants [CH2:1]([N:8]1[C:16]2[C:11](=[CH:12][C:13]([NH2:18])=[CH:14][C:15]=2[CH3:17])[CH:10]=[CH:9]1)[C:2]1[CH:7]=[CH:6][CH:5]=[CH:4][CH:3]=1.Cl[C:20]1[N:29]=[CH:28][C:27]([CH:30]2[CH2:32][CH2:31]2)=[CH:26][C:21]=1[C:22]([O:24][CH3:25])=[O:23].C(=O)([O-])[O-].[K+].[K+].C(OCCCC)(=O)C, predict the reaction product. The product is: [CH2:1]([N:8]1[C:16]2[C:11](=[CH:12][C:13]([NH:18][C:20]3[N:29]=[CH:28][C:27]([CH:30]4[CH2:32][CH2:31]4)=[CH:26][C:21]=3[C:22]([O:24][CH3:25])=[O:23])=[CH:14][C:15]=2[CH3:17])[CH:10]=[CH:9]1)[C:2]1[CH:3]=[CH:4][CH:5]=[CH:6][CH:7]=1. (4) Given the reactants [CH2:1]([Li])CCC.[C:6]([Si:10]([CH3:22])([CH3:21])[O:11][CH2:12][C:13]([C:15]1[CH:20]=[CH:19][CH:18]=[CH:17][CH:16]=1)=O)([CH3:9])([CH3:8])[CH3:7], predict the reaction product. The product is: [C:6]([Si:10]([CH3:22])([CH3:21])[O:11][CH2:12][C:13]([C:15]1[CH:20]=[CH:19][CH:18]=[CH:17][CH:16]=1)=[CH2:1])([CH3:9])([CH3:8])[CH3:7]. (5) Given the reactants I[C:2]1[C:10]2[C:5](=[CH:6][CH:7]=[C:8]([C:11]3[S:15][C:14]([NH:16][CH2:17][C:18]4[CH:23]=[CH:22][C:21]([O:24][CH3:25])=[CH:20][CH:19]=4)=[N:13][N:12]=3)[CH:9]=2)[N:4]([S:26]([C:29]2[CH:35]=[CH:34][C:32]([CH3:33])=[CH:31][CH:30]=2)(=[O:28])=[O:27])[CH:3]=1.[Cl:36][C:37]1[CH:42]=[N:41][CH:40]=[C:39]([Sn](CCCC)(CCCC)CCCC)[N:38]=1.[F-].[Cs+], predict the reaction product. The product is: [Cl:36][C:37]1[N:38]=[C:39]([C:2]2[C:10]3[C:5](=[CH:6][CH:7]=[C:8]([C:11]4[S:15][C:14]([NH:16][CH2:17][C:18]5[CH:23]=[CH:22][C:21]([O:24][CH3:25])=[CH:20][CH:19]=5)=[N:13][N:12]=4)[CH:9]=3)[N:4]([S:26]([C:29]3[CH:35]=[CH:34][C:32]([CH3:33])=[CH:31][CH:30]=3)(=[O:28])=[O:27])[CH:3]=2)[CH:40]=[N:41][CH:42]=1. (6) The product is: [CH2:7]([O:6][C:4]([CH:3]1[CH2:23][C:18]2[C:17](=[CH:22][CH:21]=[CH:20][CH:19]=2)[CH:16]1[N+:27]#[C-:25])=[O:5])[CH3:8]. Given the reactants [N+]([CH2:3][C:4]([O:6][CH2:7][CH3:8])=[O:5])#[C-].C([O-])([O-])=O.[K+].[K+].Br[CH2:16][C:17]1[CH:22]=[CH:21][CH:20]=[CH:19][C:18]=1[CH2:23]Br.[C:25](#[N:27])C, predict the reaction product. (7) Given the reactants [NH2:1][C:2]1[CH:26]=[CH:25][C:5]([O:6][C:7]2[N:12]=[CH:11][N:10]=[C:9]([NH:13][C:14](=[O:24])[N:15]([CH3:23])[CH:16]3[CH2:21][CH2:20][N:19]([CH3:22])[CH2:18][CH2:17]3)[CH:8]=2)=[C:4]([F:27])[CH:3]=1.CC1(C)C2(CS(O)(=O)=O)C(CC1CC2)=O.[C:43]1([CH2:49][C:50]([N:52]=[C:53]=[S:54])=[O:51])[CH:48]=[CH:47][CH:46]=[CH:45][CH:44]=1.C(OCC)C, predict the reaction product. The product is: [F:27][C:4]1[CH:3]=[C:2]([NH:1][C:53]([NH:52][C:50](=[O:51])[CH2:49][C:43]2[CH:44]=[CH:45][CH:46]=[CH:47][CH:48]=2)=[S:54])[CH:26]=[CH:25][C:5]=1[O:6][C:7]1[N:12]=[CH:11][N:10]=[C:9]([NH:13][C:14](=[O:24])[N:15]([CH3:23])[CH:16]2[CH2:21][CH2:20][N:19]([CH3:22])[CH2:18][CH2:17]2)[CH:8]=1.